The task is: Regression. Given two drug SMILES strings and cell line genomic features, predict the synergy score measuring deviation from expected non-interaction effect.. This data is from NCI-60 drug combinations with 297,098 pairs across 59 cell lines. (1) Drug 1: CCC1(CC2CC(C3=C(CCN(C2)C1)C4=CC=CC=C4N3)(C5=C(C=C6C(=C5)C78CCN9C7C(C=CC9)(C(C(C8N6C)(C(=O)OC)O)OC(=O)C)CC)OC)C(=O)OC)O.OS(=O)(=O)O. Drug 2: C1C(C(OC1N2C=NC3=C2NC=NCC3O)CO)O. Cell line: A498. Synergy scores: CSS=-0.417, Synergy_ZIP=1.16, Synergy_Bliss=1.01, Synergy_Loewe=0.439, Synergy_HSA=-0.792. (2) Drug 2: CC(C1=C(C=CC(=C1Cl)F)Cl)OC2=C(N=CC(=C2)C3=CN(N=C3)C4CCNCC4)N. Synergy scores: CSS=8.74, Synergy_ZIP=-3.64, Synergy_Bliss=-1.84, Synergy_Loewe=-1.09, Synergy_HSA=-1.06. Drug 1: C1CC(=O)NC(=O)C1N2CC3=C(C2=O)C=CC=C3N. Cell line: HOP-92. (3) Drug 1: CC1=C(C=C(C=C1)C(=O)NC2=CC(=CC(=C2)C(F)(F)F)N3C=C(N=C3)C)NC4=NC=CC(=N4)C5=CN=CC=C5. Drug 2: C1=NC(=NC(=O)N1C2C(C(C(O2)CO)O)O)N. Cell line: MOLT-4. Synergy scores: CSS=-0.847, Synergy_ZIP=-2.44, Synergy_Bliss=-7.11, Synergy_Loewe=-18.5, Synergy_HSA=-15.5. (4) Drug 1: C1CNP(=O)(OC1)N(CCCl)CCCl. Drug 2: C1C(C(OC1N2C=NC(=NC2=O)N)CO)O. Cell line: UACC-257. Synergy scores: CSS=1.52, Synergy_ZIP=-0.136, Synergy_Bliss=-0.446, Synergy_Loewe=-1.75, Synergy_HSA=-2.85. (5) Drug 1: C1=C(C(=O)NC(=O)N1)F. Drug 2: CC1(CCCN1)C2=NC3=C(C=CC=C3N2)C(=O)N. Cell line: NCI-H460. Synergy scores: CSS=26.5, Synergy_ZIP=-0.513, Synergy_Bliss=-3.50, Synergy_Loewe=-19.8, Synergy_HSA=-1.93. (6) Drug 2: C1C(C(OC1N2C=NC3=C(N=C(N=C32)Cl)N)CO)O. Drug 1: CC(C1=C(C=CC(=C1Cl)F)Cl)OC2=C(N=CC(=C2)C3=CN(N=C3)C4CCNCC4)N. Synergy scores: CSS=-2.63, Synergy_ZIP=1.40, Synergy_Bliss=-3.47, Synergy_Loewe=-5.70, Synergy_HSA=-6.53. Cell line: NCI-H322M. (7) Drug 1: CC1CCC2CC(C(=CC=CC=CC(CC(C(=O)C(C(C(=CC(C(=O)CC(OC(=O)C3CCCCN3C(=O)C(=O)C1(O2)O)C(C)CC4CCC(C(C4)OC)OCCO)C)C)O)OC)C)C)C)OC. Drug 2: CC12CCC3C(C1CCC2OP(=O)(O)O)CCC4=C3C=CC(=C4)OC(=O)N(CCCl)CCCl.[Na+]. Cell line: SR. Synergy scores: CSS=54.9, Synergy_ZIP=1.41, Synergy_Bliss=3.03, Synergy_Loewe=-30.3, Synergy_HSA=1.79. (8) Drug 1: C1=CN(C(=O)N=C1N)C2C(C(C(O2)CO)O)O.Cl. Drug 2: CCC1(CC2CC(C3=C(CCN(C2)C1)C4=CC=CC=C4N3)(C5=C(C=C6C(=C5)C78CCN9C7C(C=CC9)(C(C(C8N6C=O)(C(=O)OC)O)OC(=O)C)CC)OC)C(=O)OC)O.OS(=O)(=O)O. Cell line: HL-60(TB). Synergy scores: CSS=50.2, Synergy_ZIP=0.0813, Synergy_Bliss=-1.10, Synergy_Loewe=-10.9, Synergy_HSA=-3.92. (9) Drug 1: C1=CC=C(C=C1)NC(=O)CCCCCCC(=O)NO. Drug 2: CC1C(C(CC(O1)OC2CC(CC3=C2C(=C4C(=C3O)C(=O)C5=CC=CC=C5C4=O)O)(C(=O)C)O)N)O. Cell line: SNB-75. Synergy scores: CSS=61.0, Synergy_ZIP=-5.58, Synergy_Bliss=-1.40, Synergy_Loewe=4.00, Synergy_HSA=5.64. (10) Drug 1: C1C(C(OC1N2C=C(C(=O)NC2=O)F)CO)O. Drug 2: CC12CCC3C(C1CCC2O)C(CC4=C3C=CC(=C4)O)CCCCCCCCCS(=O)CCCC(C(F)(F)F)(F)F. Cell line: UO-31. Synergy scores: CSS=12.7, Synergy_ZIP=-6.60, Synergy_Bliss=-0.491, Synergy_Loewe=-24.9, Synergy_HSA=-1.54.